From a dataset of Catalyst prediction with 721,799 reactions and 888 catalyst types from USPTO. Predict which catalyst facilitates the given reaction. (1) Reactant: [OH-].[K+].O.[I-].[CH3:5][S+](C)C.[CH3:9][N:10]1[C:18]2[C:13](=[CH:14][CH:15]=[CH:16][CH:17]=2)[CH:12]=[C:11]1[CH:19]=[O:20].[C:21](#[N:23])C. Product: [CH3:5][NH:23][CH2:21][CH:19]([C:11]1[N:10]([CH3:9])[C:18]2[C:13]([CH:12]=1)=[CH:14][CH:15]=[CH:16][CH:17]=2)[OH:20]. The catalyst class is: 28. (2) Reactant: CC(C[AlH]CC(C)C)C.[C:10]1([CH3:29])[CH:15]=[CH:14][C:13]([S:16]([N:19]2[CH:27]3[CH:22]([CH2:23][CH2:24][CH2:25][CH2:26]3)[CH2:21][C:20]2=[O:28])(=[O:18])=[O:17])=[CH:12][CH:11]=1.CO.O. Product: [C:10]1([CH3:29])[CH:11]=[CH:12][C:13]([S:16]([N:19]2[CH:27]3[CH:22]([CH2:23][CH2:24][CH2:25][CH2:26]3)[CH2:21][CH:20]2[OH:28])(=[O:18])=[O:17])=[CH:14][CH:15]=1. The catalyst class is: 4. (3) Reactant: [CH3:1][O:2][C:3]1[CH:4]=[C:5]([CH:31]=[C:32]([O:35][CH3:36])[C:33]=1[CH3:34])[C:6]([NH:8][CH2:9][C:10]1[CH:15]=[CH:14][C:13]([C:16]2[N:20]=[C:19]([CH3:21])[O:18][N:17]=2)=[CH:12][C:11]=1[NH:22][CH2:23][CH2:24][C:25]1[CH:30]=[CH:29][CH:28]=[CH:27][CH:26]=1)=[O:7].Br[CH2:38][C:39]([O:41]C)=[O:40].C(=O)([O-])[O-].[K+].[K+]. Product: [CH3:1][O:2][C:3]1[CH:4]=[C:5]([CH:31]=[C:32]([O:35][CH3:36])[C:33]=1[CH3:34])[C:6]([NH:8][CH2:9][C:10]1[CH:15]=[CH:14][C:13]([C:16]2[N:20]=[C:19]([CH3:21])[O:18][N:17]=2)=[CH:12][C:11]=1[N:22]([CH2:38][C:39]([OH:41])=[O:40])[CH2:23][CH2:24][C:25]1[CH:26]=[CH:27][CH:28]=[CH:29][CH:30]=1)=[O:7]. The catalyst class is: 3. (4) Reactant: [C:1]([O:5][C:6]([NH:8][CH2:9][C@H:10]1[CH2:15][CH2:14][C@H:13]([C:16]([NH:18][C@@H:19]([CH2:24][C:25]2[CH:30]=[CH:29][C:28]([C:31]3[CH:36]=[CH:35][C:34]([C:37](=[O:42])[NH:38][CH:39]([CH3:41])[CH3:40])=[CH:33][C:32]=3[Cl:43])=[CH:27][CH:26]=2)[C:20]([O:22]C)=[O:21])=[O:17])[CH2:12][CH2:11]1)=[O:7])([CH3:4])([CH3:3])[CH3:2].[OH-].[Na+]. Product: [C:1]([O:5][C:6]([NH:8][CH2:9][C@H:10]1[CH2:15][CH2:14][C@H:13]([C:16]([NH:18][C@@H:19]([CH2:24][C:25]2[CH:30]=[CH:29][C:28]([C:31]3[CH:36]=[CH:35][C:34]([C:37](=[O:42])[NH:38][CH:39]([CH3:40])[CH3:41])=[CH:33][C:32]=3[Cl:43])=[CH:27][CH:26]=2)[C:20]([OH:22])=[O:21])=[O:17])[CH2:12][CH2:11]1)=[O:7])([CH3:2])([CH3:3])[CH3:4]. The catalyst class is: 7. (5) Reactant: [F-].C([N+](CCCC)(CCCC)CCCC)CCC.CC([Si](C)(C)[O:24][CH2:25][CH2:26][C:27]1[O:28][C:29]([CH2:32][CH2:33][O:34][CH2:35][C:36]2[CH:41]=[CH:40][CH:39]=[CH:38][CH:37]=2)=[CH:30][CH:31]=1)(C)C. Product: [OH:24][CH2:25][CH2:26][C:27]1[O:28][C:29]([CH2:32][CH2:33][O:34][CH2:35][C:36]2[CH:41]=[CH:40][CH:39]=[CH:38][CH:37]=2)=[CH:30][CH:31]=1. The catalyst class is: 1. (6) Reactant: [C:1]([SiH2:5][O:6][C:7]([CH3:22])([CH3:21])[CH:8]1[CH2:12][N:11]([CH:13]2[CH2:19][CH2:18][CH2:17][CH2:16][CH2:15][CH2:14]2)[C:10](=[O:20])[CH2:9]1)([CH3:4])([CH3:3])[CH3:2].[CH3:23][Si]([N-][Si](C)(C)C)(C)C.[Li+].CI. Product: [C:1]([SiH2:5][O:6][C:7]([CH3:22])([CH3:21])[CH:8]1[CH2:12][N:11]([CH:13]2[CH2:14][CH2:15][CH2:16][CH2:17][CH2:18][CH2:19]2)[C:10](=[O:20])[CH:9]1[CH3:23])([CH3:4])([CH3:2])[CH3:3]. The catalyst class is: 7.